Predict the reaction yield, written as a fraction of the theoretical maximum amount of product (1.0 means a 100% yield; for example, 0.34 means a 34% yield). From a dataset of Reaction yield outcomes from USPTO patents with 853,638 reactions. (1) The reactants are [F:1][C:2]1[CH:7]=[CH:6][C:5]([C:8](=[N:15][O:16][CH2:17][C:18]2[N:19]=[C:20](N)[S:21][CH:22]=2)[C:9]2[N:13]([CH3:14])[N:12]=[N:11][N:10]=2)=[CH:4][C:3]=1[CH3:24].[Br-:25].[Na+].N(OC(C)(C)C)=O. The catalyst is C(#N)C.[Cu]Br. The product is [Br:25][C:20]1[S:21][CH:22]=[C:18]([CH2:17][O:16][N:15]=[C:8]([C:5]2[CH:6]=[CH:7][C:2]([F:1])=[C:3]([CH3:24])[CH:4]=2)[C:9]2[N:13]([CH3:14])[N:12]=[N:11][N:10]=2)[N:19]=1. The yield is 0.910. (2) The reactants are [N:1]([CH2:4][CH3:5])=[C:2]=[O:3].[Br:6][C:7]1[CH:12]=[CH:11][C:10]([C:13]2[CH:14]=[N:15][C:16]3[N:17]([C:19]([CH2:22][C:23]4[CH:24]=[C:25]([CH:27]=[CH:28][CH:29]=4)[NH2:26])=[CH:20][N:21]=3)[N:18]=2)=[CH:9][C:8]=1[F:30].C(N(CC)CC)C. The catalyst is C(#N)C. The product is [Br:6][C:7]1[CH:12]=[CH:11][C:10]([C:13]2[CH:14]=[N:15][C:16]3[N:17]([C:19]([CH2:22][C:23]4[CH:24]=[C:25]([NH:26][C:2]([NH:1][CH2:4][CH3:5])=[O:3])[CH:27]=[CH:28][CH:29]=4)=[CH:20][N:21]=3)[N:18]=2)=[CH:9][C:8]=1[F:30]. The yield is 0.300. (3) The reactants are [Cl:1][C:2]1[CH:3]=[C:4]([C:9]#[C:10][CH:11]=[O:12])[CH:5]=[CH:6][C:7]=1[Cl:8].[CH2:13]([Mg]Br)[CH:14]=[CH2:15]. The catalyst is C1COCC1. The product is [Cl:1][C:2]1[CH:3]=[C:4]([C:9]#[C:10][CH:11]([OH:12])[CH2:15][CH:14]=[CH2:13])[CH:5]=[CH:6][C:7]=1[Cl:8]. The yield is 0.750. (4) The reactants are [Si:1]([O:18][C@@H:19]1[CH2:23][CH2:22][N:21]([C:24]2[CH:29]=[CH:28][C:27]([S:30]([NH:33][C:34]3[S:35][CH:36]=[CH:37][N:38]=3)(=[O:32])=[O:31])=[CH:26][CH:25]=2)[C:20]1=[O:39])([C:14]([CH3:17])([CH3:16])[CH3:15])([C:8]1[CH:13]=[CH:12][CH:11]=[CH:10][CH:9]=1)[C:2]1[CH:7]=[CH:6][CH:5]=[CH:4][CH:3]=1.[CH:40](N(CC)C(C)C)([CH3:42])[CH3:41].C(Br)C=C. The catalyst is C(Cl)Cl. The product is [CH2:42]([N:33]([C:34]1[S:35][CH:36]=[CH:37][N:38]=1)[S:30]([C:27]1[CH:28]=[CH:29][C:24]([N:21]2[CH2:22][CH2:23][C@@H:19]([O:18][Si:1]([C:14]([CH3:15])([CH3:17])[CH3:16])([C:2]3[CH:7]=[CH:6][CH:5]=[CH:4][CH:3]=3)[C:8]3[CH:9]=[CH:10][CH:11]=[CH:12][CH:13]=3)[C:20]2=[O:39])=[CH:25][CH:26]=1)(=[O:31])=[O:32])[CH:40]=[CH2:41]. The yield is 0.840.